Task: Regression/Classification. Given a drug SMILES string, predict its absorption, distribution, metabolism, or excretion properties. Task type varies by dataset: regression for continuous measurements (e.g., permeability, clearance, half-life) or binary classification for categorical outcomes (e.g., BBB penetration, CYP inhibition). Dataset: b3db_classification.. Dataset: Blood-brain barrier permeability classification from the B3DB database (1) The drug is COc1cccc(OC)c1C(=O)NC1C(=O)N2C1SC(C)(C)C2C(=O)O. The result is 0 (does not penetrate BBB). (2) The drug is c1ccc([C@@H]2CCN(C[C@H]3CCCc4c3ccc3c4OCO3)C2)cc1. The result is 1 (penetrates BBB). (3) The molecule is C=Cc1ccccc1. The result is 1 (penetrates BBB). (4) The result is 1 (penetrates BBB). The molecule is COC1=CC=C2[C@H]3Cc4ccc(OC)c5c4[C@@]2(CCN3C)[C@H]1O5. (5) The molecule is COc1ccc(S(N)(=O)=O)cc1C(=O)NC[C@H]1CCCN1Cc1ccc(F)cc1. The result is 1 (penetrates BBB). (6) The drug is CON=C(C(=O)NC1C(=O)N2C(C(=O)O)=C(COC(C)=O)C[S+]([O-])C12)c1csc(N)n1. The result is 0 (does not penetrate BBB). (7) The drug is c1cnc(N2CCNCC2)nc1. The result is 1 (penetrates BBB).